This data is from Catalyst prediction with 721,799 reactions and 888 catalyst types from USPTO. The task is: Predict which catalyst facilitates the given reaction. Reactant: [NH:1]1[C:10]2[C:5](=[CH:6][CH:7]=[CH:8][CH:9]=2)[CH2:4][CH2:3][CH2:2]1.O=[C:12]1[CH2:17][CH2:16][N:15]([C:18]([O:20][C:21]([CH3:24])([CH3:23])[CH3:22])=[O:19])[CH2:14][CH2:13]1.C(O[BH-](OC(=O)C)OC(=O)C)(=O)C.[Na+].C(O)(=O)C. Product: [N:1]1([CH:12]2[CH2:17][CH2:16][N:15]([C:18]([O:20][C:21]([CH3:24])([CH3:23])[CH3:22])=[O:19])[CH2:14][CH2:13]2)[C:10]2[C:5](=[CH:6][CH:7]=[CH:8][CH:9]=2)[CH2:4][CH2:3][CH2:2]1. The catalyst class is: 26.